This data is from Full USPTO retrosynthesis dataset with 1.9M reactions from patents (1976-2016). The task is: Predict the reactants needed to synthesize the given product. (1) Given the product [F:28][C:26]([F:27])([F:29])[C:22]1[CH:21]=[C:20]([CH:9]([C:5]2[CH:6]=[CH:7][CH:8]=[C:3]([C:2]([F:31])([F:30])[F:1])[CH:4]=2)[N:10]2[CH:15]=[CH:14][CH:13]=[C:12]([C:16]([NH:32][C@@H:33]([CH2:41][CH2:42][CH2:43][NH:44][C:45]([NH:47][S:48]([C:51]3[C:52]([CH3:65])=[C:53]4[C:58](=[C:59]([CH3:62])[C:60]=3[CH3:61])[O:57][C:56]([CH3:64])([CH3:63])[CH2:55][CH2:54]4)(=[O:49])=[O:50])=[NH:46])[C:34]([O:36][C:37]([CH3:38])([CH3:39])[CH3:40])=[O:35])=[O:17])[C:11]2=[O:19])[CH:25]=[CH:24][CH:23]=1, predict the reactants needed to synthesize it. The reactants are: [F:1][C:2]([F:31])([F:30])[C:3]1[CH:4]=[C:5]([CH:9]([C:20]2[CH:25]=[CH:24][CH:23]=[C:22]([C:26]([F:29])([F:28])[F:27])[CH:21]=2)[N:10]2[CH:15]=[CH:14][CH:13]=[C:12]([C:16](O)=[O:17])[C:11]2=[O:19])[CH:6]=[CH:7][CH:8]=1.[NH2:32][C@@H:33]([CH2:41][CH2:42][CH2:43][NH:44][C:45]([NH:47][S:48]([C:51]1[C:52]([CH3:65])=[C:53]2[C:58](=[C:59]([CH3:62])[C:60]=1[CH3:61])[O:57][C:56]([CH3:64])([CH3:63])[CH2:55][CH2:54]2)(=[O:50])=[O:49])=[NH:46])[C:34]([O:36][C:37]([CH3:40])([CH3:39])[CH3:38])=[O:35].CN(C(ON1N=NC2C=CC=CC1=2)=[N+](C)C)C.F[P-](F)(F)(F)(F)F.CCN(C(C)C)C(C)C. (2) Given the product [Cl:1][C:2]1[C:3]([C:16]2[C:24]3[C:19](=[CH:20][CH:21]=[CH:22][CH:23]=3)[N:18]([S:25]([C:28]3[CH:29]=[CH:30][CH:31]=[CH:32][CH:33]=3)(=[O:27])=[O:26])[CH:17]=2)=[N:4][C:5]([NH:8][C:9]2[CH:10]=[C:11]([NH:15][C:43](=[O:44])[CH2:42][NH:41][C:39](=[O:40])[O:38][C:35]([CH3:34])([CH3:36])[CH3:37])[CH:12]=[CH:13][CH:14]=2)=[N:6][CH:7]=1, predict the reactants needed to synthesize it. The reactants are: [Cl:1][C:2]1[C:3]([C:16]2[C:24]3[C:19](=[CH:20][CH:21]=[CH:22][CH:23]=3)[N:18]([S:25]([C:28]3[CH:33]=[CH:32][CH:31]=[CH:30][CH:29]=3)(=[O:27])=[O:26])[CH:17]=2)=[N:4][C:5]([NH:8][C:9]2[CH:14]=[CH:13][CH:12]=[C:11]([NH2:15])[CH:10]=2)=[N:6][CH:7]=1.[CH3:34][C:35]([O:38][C:39]([NH:41][CH2:42][C:43](O)=[O:44])=[O:40])([CH3:37])[CH3:36].CCN(CC)CC.CN(C(ON1N=NC2C=CC=CC1=2)=[N+](C)C)C.F[P-](F)(F)(F)(F)F. (3) Given the product [CH3:6][N:8]1[CH2:13][CH2:12][N:11]([CH3:14])[CH2:10][C@@H:9]1[CH2:21][OH:22], predict the reactants needed to synthesize it. The reactants are: C(O[C:6]([N:8]1[CH2:13][CH2:12][N:11]([C:14](OC(C)(C)C)=O)[CH2:10][C@@H:9]1[CH2:21][OH:22])=O)(C)(C)C.[H-].[H-].[H-].[H-].[Li+].[Al+3].